From a dataset of Catalyst prediction with 721,799 reactions and 888 catalyst types from USPTO. Predict which catalyst facilitates the given reaction. (1) Reactant: C(OC([NH:8][C:9]1[S:13][C:12]([C:14]2[C:19]([F:20])=[CH:18][CH:17]=[CH:16][C:15]=2[F:21])=[N:11][C:10]=1[C:22]([NH:24][C:25]1[CH:26]=[N:27][C:28]2[C:33]([C:34]=1[N:35]1[CH2:40][CH2:39][CH2:38][C@H:37]([NH:41]C(=O)OC(C)(C)C)[CH2:36]1)=[CH:32][CH:31]=[CH:30][CH:29]=2)=[O:23])=O)(C)(C)C.C(O)(C(F)(F)F)=O. Product: [NH2:8][C:9]1[S:13][C:12]([C:14]2[C:19]([F:20])=[CH:18][CH:17]=[CH:16][C:15]=2[F:21])=[N:11][C:10]=1[C:22]([NH:24][C:25]1[CH:26]=[N:27][C:28]2[C:33]([C:34]=1[N:35]1[CH2:40][CH2:39][CH2:38][C@H:37]([NH2:41])[CH2:36]1)=[CH:32][CH:31]=[CH:30][CH:29]=2)=[O:23]. The catalyst class is: 2. (2) Reactant: [CH2:1]([O:8][C:9]([N:11]1[CH2:15][C@H:14]([OH:16])[CH2:13][C@@H:12]1[C:17]([OH:19])=[O:18])=[O:10])[C:2]1[CH:7]=[CH:6][CH:5]=[CH:4][CH:3]=1.[H-].[Na+].[CH2:22](Br)[C:23]1[CH:28]=[CH:27][CH:26]=[CH:25][CH:24]=1. Product: [CH2:1]([O:8][C:9]([N:11]1[CH2:15][C@H:14]([O:16][CH2:22][C:23]2[CH:28]=[CH:27][CH:26]=[CH:25][CH:24]=2)[CH2:13][C@@H:12]1[C:17]([OH:19])=[O:18])=[O:10])[C:2]1[CH:7]=[CH:6][CH:5]=[CH:4][CH:3]=1. The catalyst class is: 7. (3) Reactant: [CH:1]([NH:4][C:5]1[O:6][C:7]([C:10]2[CH:11]=[C:12]3[C:16](=[CH:17][CH:18]=2)[N:15](S(C2C=CC(C)=CC=2)(=O)=O)[CH:14]=[C:13]3B2OC(C)(C)C(C)(C)O2)=[N:8][N:9]=1)([CH3:3])[CH3:2].Br[C:39]1[S:40][CH:41]=[C:42]([C:44]([NH:46][CH:47]2[CH2:49][CH2:48]2)=[O:45])[N:43]=1. Product: [CH:47]1([NH:46][C:44]([C:42]2[N:43]=[C:39]([C:13]3[C:12]4[C:16](=[CH:17][CH:18]=[C:10]([C:7]5[O:6][C:5]([NH:4][CH:1]([CH3:2])[CH3:3])=[N:9][N:8]=5)[CH:11]=4)[NH:15][CH:14]=3)[S:40][CH:41]=2)=[O:45])[CH2:48][CH2:49]1. The catalyst class is: 73. (4) Reactant: [CH3:1][O:2][C:3]1[CH:4]=[C:5]([NH:11][C:12]2[C:13]3[N:29]=[CH:28][S:27][C:14]=3[N:15]=[C:16]([C:18]3[CH:19]=[C:20]([CH:24]=[CH:25][CH:26]=3)[C:21]([OH:23])=O)[N:17]=2)[CH:6]=[CH:7][C:8]=1[O:9][CH3:10].[NH:30]1[C:38]2[C:33](=[CH:34][CH:35]=[C:36]([NH2:39])[CH:37]=2)[CH:32]=[N:31]1.CCN=C=NCCCN(C)C.CN1C=CN=C1. Product: [CH3:1][O:2][C:3]1[CH:4]=[C:5]([NH:11][C:12]2[C:13]3[N:29]=[CH:28][S:27][C:14]=3[N:15]=[C:16]([C:18]3[CH:19]=[C:20]([CH:24]=[CH:25][CH:26]=3)[C:21]([NH:39][C:36]3[CH:37]=[C:38]4[C:33]([CH:32]=[N:31][NH:30]4)=[CH:34][CH:35]=3)=[O:23])[N:17]=2)[CH:6]=[CH:7][C:8]=1[O:9][CH3:10]. The catalyst class is: 2. (5) Reactant: [CH3:1][C:2]1[CH:3]=[C:4]([CH:7]=[C:8]([C:10]([F:13])([F:12])[F:11])[CH:9]=1)[CH:5]=[O:6].[CH3:14][Mg]Br.CCOCC.[Cl-].[NH4+]. Product: [CH3:1][C:2]1[CH:3]=[C:4]([CH:5]([OH:6])[CH3:14])[CH:7]=[C:8]([C:10]([F:11])([F:12])[F:13])[CH:9]=1. The catalyst class is: 28. (6) Reactant: [OH:1][C:2]1[CH:7]=[CH:6][C:5]([N:8]2[CH2:12][C@@H:11]([C:13]([F:16])([F:15])[F:14])[CH2:10][C@H:9]2[CH2:17][C:18]#[N:19])=[CH:4][CH:3]=1.[Cl:20][C:21]1[CH:26]=[C:25]([C:27]([F:30])([F:29])[F:28])[CH:24]=[CH:23][C:22]=1F.C(=O)([O-])[O-].[Cs+].[Cs+]. Product: [Cl:20][C:21]1[CH:26]=[C:25]([C:27]([F:28])([F:29])[F:30])[CH:24]=[CH:23][C:22]=1[O:1][C:2]1[CH:3]=[CH:4][C:5]([N:8]2[CH2:12][CH:11]([C:13]([F:16])([F:14])[F:15])[CH2:10][C@H:9]2[CH2:17][C:18]#[N:19])=[CH:6][CH:7]=1. The catalyst class is: 303. (7) Reactant: [C:1]([C:3]1[CH:11]=[CH:10][C:9]2[NH:8][C:7]3[CH2:12][CH:13]([NH:15][C:16](=[O:20])[CH:17]([CH3:19])[CH3:18])[CH2:14][C:6]=3[C:5]=2[CH:4]=1)#[N:2].[OH-:21].[Na+].[CH3:23]O. Product: [CH3:23][O:21][N:2]=[CH:1][C:3]1[CH:11]=[CH:10][C:9]2[NH:8][C:7]3[CH2:12][CH:13]([NH:15][C:16](=[O:20])[CH:17]([CH3:18])[CH3:19])[CH2:14][C:6]=3[C:5]=2[CH:4]=1. The catalyst class is: 6.